Dataset: NCI-60 drug combinations with 297,098 pairs across 59 cell lines. Task: Regression. Given two drug SMILES strings and cell line genomic features, predict the synergy score measuring deviation from expected non-interaction effect. Drug 1: CC(CN1CC(=O)NC(=O)C1)N2CC(=O)NC(=O)C2. Drug 2: C1C(C(OC1N2C=NC(=NC2=O)N)CO)O. Cell line: MCF7. Synergy scores: CSS=26.8, Synergy_ZIP=-0.201, Synergy_Bliss=2.66, Synergy_Loewe=5.48, Synergy_HSA=6.58.